Task: Predict the reactants needed to synthesize the given product.. Dataset: Full USPTO retrosynthesis dataset with 1.9M reactions from patents (1976-2016) (1) Given the product [N:15]1([CH2:21][CH2:22][NH:23][C:2]2[CH:14]=[CH:13][C:5]([C:6]([O:8][C:9]([CH3:12])([CH3:11])[CH3:10])=[O:7])=[CH:4][CH:3]=2)[CH2:20][CH2:19][CH2:18][CH2:17][CH2:16]1, predict the reactants needed to synthesize it. The reactants are: F[C:2]1[CH:14]=[CH:13][C:5]([C:6]([O:8][C:9]([CH3:12])([CH3:11])[CH3:10])=[O:7])=[CH:4][CH:3]=1.[N:15]1([CH2:21][CH2:22][NH2:23])[CH2:20][CH2:19][CH2:18][CH2:17][CH2:16]1. (2) The reactants are: [Cl:1][C:2]1[CH:7]=[CH:6][C:5]([CH2:8][C:9]2[C:18]3[C:13](=[CH:14][CH:15]=[CH:16][CH:17]=3)[C:12](=[O:19])[N:11]([CH2:20][C@H:21]3[CH2:25][CH2:24][CH2:23][NH:22]3)[N:10]=2)=[CH:4][CH:3]=1.[CH2:26]([NH:33][C:34](=[O:37])[CH:35]=[CH2:36])[C:27]1[CH:32]=[CH:31][CH:30]=[CH:29][CH:28]=1.CO. Given the product [CH:12]([OH:19])=[O:37].[Cl:1][C:2]1[CH:7]=[CH:6][C:5]([CH2:8][C:9]2[C:18]3[C:13](=[CH:14][CH:15]=[CH:16][CH:17]=3)[C:12](=[O:19])[N:11]([CH2:20][C@H:21]3[CH2:25][CH2:24][CH2:23][N:22]3[CH2:36][CH2:35][C:34]([NH:33][CH2:26][C:27]3[CH:32]=[CH:31][CH:30]=[CH:29][CH:28]=3)=[O:37])[N:10]=2)=[CH:4][CH:3]=1, predict the reactants needed to synthesize it. (3) The reactants are: [P:1]([O:5][CH2:6][C:7]([O-:9])=[O:8])([OH:4])([OH:3])=[O:2].[CH:10]1([NH3+])[CH2:15][CH2:14]CCC1.C1([NH3+])CCCCC1.C1([NH3+])CCCCC1.P(O[CH2:36][C:37]([O-:39])=O)(O)(O)=O.P([O:44][CH2:45][C:46]([O-])=O)(O)(O)=O. Given the product [P:1]([O:5][CH2:6][C:7]([OH:9])=[O:8])([OH:4])([OH:3])=[O:2].[CH2:37]([O:39][C:15]([O:44][CH2:45][CH3:46])([CH3:14])[CH3:10])[CH3:36], predict the reactants needed to synthesize it. (4) Given the product [CH3:1][O:2][C:3]([C:5]1[C:13]2[C:8](=[CH:9][C:10]([Br:14])=[CH:11][CH:12]=2)[N:7]([CH3:15])[CH:6]=1)=[O:4], predict the reactants needed to synthesize it. The reactants are: [CH3:1][O:2][C:3]([C:5]1[C:13]2[C:8](=[CH:9][C:10]([Br:14])=[CH:11][CH:12]=2)[NH:7][CH:6]=1)=[O:4].[C:15](=O)([O-])[O-].[K+].[K+].IC. (5) Given the product [CH2:16]([NH:18][C:13]([C:9]1[CH:10]=[C:11]([CH3:12])[C:6]2[N:7]([C:3]([NH2:2])=[N:4][N:5]=2)[N:8]=1)=[O:15])[CH3:17], predict the reactants needed to synthesize it. The reactants are: Cl.[NH2:2][C:3]1[N:7]2[N:8]=[C:9]([C:13]([OH:15])=O)[CH:10]=[C:11]([CH3:12])[C:6]2=[N:5][N:4]=1.[CH2:16]([NH:18]CC)[CH3:17]. (6) Given the product [C:1]([O:4][C@@H:5]1[C@@H:10]([O:11][C:12](=[O:14])[CH3:13])[C@@H:9]([O:15][C:16](=[O:18])[CH3:17])[C@@H:8]([CH2:19][O:20][C:21](=[O:23])[CH3:22])[O:7][C@H:6]1[S:27][C:26](=[NH:25])[NH2:28])(=[O:3])[CH3:2], predict the reactants needed to synthesize it. The reactants are: [C:1]([O:4][C@@H:5]1[C@@H:10]([O:11][C:12](=[O:14])[CH3:13])[C@@H:9]([O:15][C:16](=[O:18])[CH3:17])[C@@H:8]([CH2:19][O:20][C:21](=[O:23])[CH3:22])[O:7][C@@H:6]1Br)(=[O:3])[CH3:2].[NH2:25][C:26]([NH2:28])=[S:27]. (7) The reactants are: [Br:1][C:2]1[CH:3]=[C:4]([CH:41]=[C:42]([Br:45])[C:43]=1[OH:44])[CH2:5][C@H:6]([C:8]([NH:10][C@H:11]([C:27]([N:29]1[CH2:34][CH2:33][N:32]([C:35]2[CH:40]=[CH:39][N:38]=[CH:37][CH:36]=2)[CH2:31][CH2:30]1)=[O:28])[CH2:12][CH2:13][CH2:14][CH2:15][NH:16][C:17]([O:19][CH2:20][C:21]1[CH:26]=[CH:25][CH:24]=[CH:23][CH:22]=1)=[O:18])=[O:9])[NH2:7].[CH3:46][O:47][C:48]1[CH:58]=[CH:57][CH:56]=[CH:55][C:49]=1[CH2:50][CH2:51][N:52]=[C:53]=[O:54]. Given the product [CH3:46][O:47][C:48]1[CH:58]=[CH:57][CH:56]=[CH:55][C:49]=1[CH2:50][CH2:51][NH:52][C:53]([NH:7][C@@H:6]([C:8]([NH:10][C@H:11]([C:27]([N:29]1[CH2:34][CH2:33][N:32]([C:35]2[CH:40]=[CH:39][N:38]=[CH:37][CH:36]=2)[CH2:31][CH2:30]1)=[O:28])[CH2:12][CH2:13][CH2:14][CH2:15][NH:16][C:17]([O:19][CH2:20][C:21]1[CH:26]=[CH:25][CH:24]=[CH:23][CH:22]=1)=[O:18])=[O:9])[CH2:5][C:4]1[CH:3]=[C:2]([Br:1])[C:43]([OH:44])=[C:42]([Br:45])[CH:41]=1)=[O:54], predict the reactants needed to synthesize it. (8) Given the product [Cl:10][C:11]1[CH:18]=[C:17]([Cl:19])[CH:16]=[CH:15][C:12]=1[CH2:13][N:4]1[C:5]([CH3:7])=[CH:6][C:2]([CH3:1])=[C:3]1[CH:8]=[O:9], predict the reactants needed to synthesize it. The reactants are: [CH3:1][C:2]1[CH:6]=[C:5]([CH3:7])[NH:4][C:3]=1[CH:8]=[O:9].[Cl:10][C:11]1[CH:18]=[C:17]([Cl:19])[CH:16]=[CH:15][C:12]=1[CH2:13]Cl.CN(C)C=O.[H-].[Na+]. (9) Given the product [CH2:21]([C:17]1[CH:16]=[C:15]([NH:14][C:12]([N:10]2[CH2:9][CH2:8][C:6]3[N:7]=[C:2]([C:34]4[CH:35]=[CH:36][C:31]([F:30])=[CH:32][CH:33]=4)[N:3]=[C:4]([C:23]4[CH:28]=[CH:27][CH:26]=[CH:25][C:24]=4[CH3:29])[C:5]=3[CH2:11]2)=[O:13])[CH:20]=[CH:19][CH:18]=1)[CH3:22], predict the reactants needed to synthesize it. The reactants are: Cl[C:2]1[N:3]=[C:4]([C:23]2[CH:28]=[CH:27][CH:26]=[CH:25][C:24]=2[CH3:29])[C:5]2[CH2:11][N:10]([C:12]([NH:14][C:15]3[CH:20]=[CH:19][CH:18]=[C:17]([CH2:21][CH3:22])[CH:16]=3)=[O:13])[CH2:9][CH2:8][C:6]=2[N:7]=1.[F:30][C:31]1[CH:36]=[CH:35][C:34](B(O)O)=[CH:33][CH:32]=1.C(=O)([O-])[O-].[Na+].[Na+].